Predict the reactants needed to synthesize the given product. From a dataset of Full USPTO retrosynthesis dataset with 1.9M reactions from patents (1976-2016). (1) Given the product [C:9]([O:13][C:14]([N:8]([C:6]1[CH:5]=[CH:4][CH:3]=[C:2]([CH3:1])[N:7]=1)[C:24](=[O:26])[O:25][C:9]([CH3:12])([CH3:11])[CH3:10])=[O:15])([CH3:12])([CH3:11])[CH3:10], predict the reactants needed to synthesize it. The reactants are: [CH3:1][C:2]1[N:7]=[C:6]([NH2:8])[CH:5]=[CH:4][CH:3]=1.[C:9]([O:13][C:14](O[C:14]([O:13][C:9]([CH3:12])([CH3:11])[CH3:10])=[O:15])=[O:15])([CH3:12])([CH3:11])[CH3:10].[C:24](=[O:26])=[O:25].[Cl-].[NH4+]. (2) Given the product [C:1]([O:5][C:6]([N:8]([CH2:10][C:11]1[CH:16]=[CH:15][CH:14]=[CH:13][CH:12]=1)[NH:9][C:19]1[CH:18]=[CH:17][C:26]2[C:21](=[CH:22][CH:23]=[CH:24][CH:25]=2)[CH:20]=1)=[O:7])([CH3:4])([CH3:2])[CH3:3], predict the reactants needed to synthesize it. The reactants are: [C:1]([O:5][C:6]([N:8]([CH2:10][C:11]1[CH:16]=[CH:15][CH:14]=[CH:13][CH:12]=1)[NH2:9])=[O:7])([CH3:4])([CH3:3])[CH3:2].[CH:17]1[C:26]2[C:21](=[CH:22][CH:23]=[CH:24][CH:25]=2)[CH:20]=[CH:19][C:18]=1B(O)O.C(N(CC)CC)C. (3) Given the product [Br:1][C:2]1[CH:7]=[C:6]([C:8](=[O:21])[C:9]([C:10]2[CH:15]=[CH:14][C:13]([O:16][CH3:17])=[CH:12][CH:11]=2)=[O:18])[CH:5]=[N:4][CH:3]=1, predict the reactants needed to synthesize it. The reactants are: [Br:1][C:2]1[CH:3]=[N:4][CH:5]=[C:6]([C:8]#[C:9][C:10]2[CH:15]=[CH:14][C:13]([O:16][CH3:17])=[CH:12][CH:11]=2)[CH:7]=1.[OH2:18].CS(C)=[O:21]. (4) The reactants are: [C:1]1([C:7]2[O:8][C:9]([C:15]([F:18])([F:17])[F:16])=[C:10]([C:12](O)=[O:13])[N:11]=2)[CH:6]=[CH:5][CH:4]=[CH:3][CH:2]=1.C(Cl)(=O)C([Cl:22])=O.CN(C=O)C. Given the product [C:1]1([C:7]2[O:8][C:9]([C:15]([F:18])([F:17])[F:16])=[C:10]([C:12]([Cl:22])=[O:13])[N:11]=2)[CH:6]=[CH:5][CH:4]=[CH:3][CH:2]=1, predict the reactants needed to synthesize it.